From a dataset of Catalyst prediction with 721,799 reactions and 888 catalyst types from USPTO. Predict which catalyst facilitates the given reaction. Reactant: [CH3:1][O:2][C:3]1[C:12]2[C:7](=[CH:8][CH:9]=[CH:10][CH:11]=2)[CH:6]=[CH:5][C:4]=1[N:13]1[CH2:18][CH2:17][NH:16][CH2:15][CH2:14]1.C(N(CC)CC)C.[Cl:26][C:27]([Cl:32])([Cl:31])[C:28](Cl)=[O:29]. Product: [Cl:26][C:27]([Cl:32])([Cl:31])[C:28]([N:16]1[CH2:17][CH2:18][N:13]([C:4]2[CH:5]=[CH:6][C:7]3[C:12](=[CH:11][CH:10]=[CH:9][CH:8]=3)[C:3]=2[O:2][CH3:1])[CH2:14][CH2:15]1)=[O:29]. The catalyst class is: 4.